From a dataset of Catalyst prediction with 721,799 reactions and 888 catalyst types from USPTO. Predict which catalyst facilitates the given reaction. (1) Reactant: Br[C:2]1[CH:11]=[C:10]2[C:5]([CH2:6][CH:7]=[C:8]([C:12]3[CH:17]=[CH:16][CH:15]=[CH:14][CH:13]=3)[O:9]2)=[CH:4][CH:3]=1.[B:18]1([B:18]2[O:22][C:21]([CH3:24])([CH3:23])[C:20]([CH3:26])([CH3:25])[O:19]2)[O:22][C:21]([CH3:24])([CH3:23])[C:20]([CH3:26])([CH3:25])[O:19]1.C([O-])(=O)C.[K+]. Product: [C:12]1([C:8]2[O:9][C:10]3[C:5]([CH2:6][CH:7]=2)=[CH:4][CH:3]=[C:2]([B:18]2[O:22][C:21]([CH3:24])([CH3:23])[C:20]([CH3:26])([CH3:25])[O:19]2)[CH:11]=3)[CH:17]=[CH:16][CH:15]=[CH:14][CH:13]=1. The catalyst class is: 3. (2) Reactant: C(OC(=O)[N:7]([CH2:17][C:18]1[CH:23]=[CH:22][C:21]([F:24])=[CH:20][CH:19]=1)[C:8]1[CH:9]=[N:10][CH:11]=[CH:12][C:13]=1[N+:14]([O-])=O)(C)(C)C.[CH3:26][C:27]([Mg]Br)=[CH:28][CH3:29].[Cl-:32].[NH4+]. Product: [ClH:32].[F:24][C:21]1[CH:20]=[CH:19][C:18]([CH2:17][NH:7][C:8]2[C:13]3[NH:14][C:28]([CH3:29])=[C:27]([CH3:26])[C:12]=3[CH:11]=[N:10][CH:9]=2)=[CH:23][CH:22]=1. The catalyst class is: 7. (3) Reactant: [NH2:1][C:2]1[CH:3]=[C:4]([CH:14]=[CH:15][C:16]=1[O:17][CH3:18])[C:5]([NH:7][C:8]1[CH:13]=[CH:12][CH:11]=[CH:10][CH:9]=1)=[O:6].[F:19][C:20]([F:49])([F:48])[C:21]1[CH:22]=[C:23]([Bi]([C:23]2[CH:24]=[CH:25][CH:26]=[C:21]([C:20]([F:49])([F:48])[F:19])[CH:22]=2)[C:23]2[CH:24]=[CH:25][CH:26]=[C:21]([C:20]([F:49])([F:48])[F:19])[CH:22]=2)[CH:24]=[CH:25][CH:26]=1.C([O-])(=O)C.C(N(CC)CC)C. Product: [F:19][C:20]([F:49])([F:48])[C:21]1[CH:26]=[C:25]([NH:1][C:2]2[CH:3]=[C:4]([CH:14]=[CH:15][C:16]=2[O:17][CH3:18])[C:5]([NH:7][C:8]2[CH:13]=[CH:12][CH:11]=[CH:10][CH:9]=2)=[O:6])[CH:24]=[CH:23][CH:22]=1. The catalyst class is: 536. (4) Reactant: [O:1]1[CH2:6][CH2:5][CH2:4][CH2:3][CH:2]1[N:7]1[C:11]2[CH:12]=[CH:13][C:14]([CH2:16][NH:17][C:18](=[O:24])[O:19][C:20]([CH3:23])([CH3:22])[CH3:21])=[CH:15][C:10]=2[N:9]=[CH:8]1.[H-].[Na+].I[CH2:28][CH3:29]. Product: [CH2:28]([N:17]([CH2:16][C:14]1[CH:13]=[CH:12][C:11]2[N:7]([CH:2]3[CH2:3][CH2:4][CH2:5][CH2:6][O:1]3)[CH:8]=[N:9][C:10]=2[CH:15]=1)[C:18](=[O:24])[O:19][C:20]([CH3:21])([CH3:23])[CH3:22])[CH3:29]. The catalyst class is: 3. (5) Reactant: [Cl:1][C:2]1[CH:3]=[C:4]([C:9]2([C:24](F)(F)F)[O:13][N:12]=[C:11]([C:14]3[CH:22]=[CH:21][C:17]([C:18]([NH2:20])=[O:19])=[C:16]([CH3:23])[CH:15]=3)[CH2:10]2)[CH:5]=[C:6]([Cl:8])[CH:7]=1.F[B-](F)(F)F.[CH3:33][O+](C)C. Product: [Cl:1][C:2]1[CH:3]=[C:4]([C:9]2([CH3:24])[O:13][N:12]([CH3:33])[C:11]([C:14]3[CH:22]=[CH:21][C:17]([C:18]([NH2:20])=[O:19])=[C:16]([CH3:23])[CH:15]=3)=[CH:10]2)[CH:5]=[C:6]([Cl:8])[CH:7]=1. The catalyst class is: 26. (6) The catalyst class is: 6. Product: [NH2:15][CH2:14][CH2:13][C@@H:12]([C:4]1[CH:5]=[CH:6][C:7]([C:8]([F:9])([F:10])[F:11])=[C:2]([F:1])[CH:3]=1)[OH:16]. Reactant: [F:1][C:2]1[CH:3]=[C:4]([C@@H:12]([OH:16])[CH2:13][C:14]#[N:15])[CH:5]=[CH:6][C:7]=1[C:8]([F:11])([F:10])[F:9].C1COCC1. (7) Reactant: O.[OH-].[Li+:3].[O:4]1[CH:9]([C:10]([O:12]CC)=[O:11])[CH2:8][NH:7][C:6]2[CH:15]=[CH:16][CH:17]=[CH:18][C:5]1=2. Product: [O:4]1[CH:9]([C:10]([O-:12])=[O:11])[CH2:8][NH:7][C:6]2[CH:15]=[CH:16][CH:17]=[CH:18][C:5]1=2.[Li+:3]. The catalyst class is: 127. (8) Reactant: C(Cl)(=O)C(Cl)=O.CS(C)=O.[OH:11][CH2:12][C:13]1[CH:18]=[CH:17][C:16]([S:19]([CH:22]2[CH2:28][CH2:27][CH2:26][CH2:25][N:24]([O:29][C:30]([C:43]3[CH:48]=[CH:47][CH:46]=[CH:45][CH:44]=3)([C:37]3[CH:42]=[CH:41][CH:40]=[CH:39][CH:38]=3)[C:31]3[CH:36]=[CH:35][CH:34]=[CH:33][CH:32]=3)[C:23]2=[O:49])(=[O:21])=[O:20])=[CH:15][CH:14]=1. Product: [O:49]=[C:23]1[CH:22]([S:19]([C:16]2[CH:15]=[CH:14][C:13]([CH:12]=[O:11])=[CH:18][CH:17]=2)(=[O:21])=[O:20])[CH2:28][CH2:27][CH2:26][CH2:25][N:24]1[O:29][C:30]([C:43]1[CH:48]=[CH:47][CH:46]=[CH:45][CH:44]=1)([C:37]1[CH:38]=[CH:39][CH:40]=[CH:41][CH:42]=1)[C:31]1[CH:36]=[CH:35][CH:34]=[CH:33][CH:32]=1. The catalyst class is: 4. (9) Reactant: [Cl:1][C:2]1[CH:3]=[C:4]([C:9]2([C:24]([F:27])([F:26])[F:25])[O:13][N:12]=[C:11]([C:14]3[CH:19]=[CH:18][C:17]([C:20](=O)[CH3:21])=[C:16]([CH3:23])[CH:15]=3)[CH2:10]2)[CH:5]=[C:6]([Cl:8])[CH:7]=1.Cl.[NH2:29][OH:30]. Product: [Cl:1][C:2]1[CH:3]=[C:4]([C:9]2([C:24]([F:27])([F:26])[F:25])[O:13][N:12]=[C:11]([C:14]3[CH:19]=[CH:18][C:17]([C:20](=[N:29][OH:30])[CH3:21])=[C:16]([CH3:23])[CH:15]=3)[CH2:10]2)[CH:5]=[C:6]([Cl:8])[CH:7]=1. The catalyst class is: 130. (10) Reactant: C([O-])(=O)C.[Li+].[CH3:6][O:7][C:8]1[CH:18]=[CH:17][C:11]([CH:12]=[CH:13]C(O)=O)=[CH:10][CH:9]=1.[I:19]N1C(=O)CCC1=O.C(=O)(O)[O-].[Na+]. Product: [I:19][CH:13]=[CH:12][C:11]1[CH:17]=[CH:18][C:8]([O:7][CH3:6])=[CH:9][CH:10]=1. The catalyst class is: 192.